This data is from CYP2D6 inhibition data for predicting drug metabolism from PubChem BioAssay. The task is: Regression/Classification. Given a drug SMILES string, predict its absorption, distribution, metabolism, or excretion properties. Task type varies by dataset: regression for continuous measurements (e.g., permeability, clearance, half-life) or binary classification for categorical outcomes (e.g., BBB penetration, CYP inhibition). Dataset: cyp2d6_veith. (1) The molecule is CCOc1ccc(/C=N/n2c(SC)nnc2-c2ccccc2)cc1OCC. The result is 0 (non-inhibitor). (2) The drug is O=C(c1cccc(F)c1)N1CCC2(CCCN(c3ccccc3)C2)CC1. The result is 0 (non-inhibitor). (3) The drug is CO[C@@H]1COC(=O)C/C=C\[C@@H](C)COC(=O)[C@H](Cc2ccccc2)NC(=O)C/C=C\[C@H]1C. The result is 0 (non-inhibitor). (4) The drug is CC1CCCC(n2c(=S)[nH]c3ccccc3c2=O)C1C. The result is 0 (non-inhibitor). (5) The drug is CCSc1nc2ccccc2n1C(=O)/C=C\c1ccc(OC)c(OC)c1. The result is 0 (non-inhibitor). (6) The compound is Cc1nc2ccccc2nc1N1CCCC1. The result is 0 (non-inhibitor). (7) The drug is Cc1cc(C)n2c(SCC(=O)N(C)C3CCS(=O)(=O)C3)nnc2n1. The result is 0 (non-inhibitor). (8) The compound is Cc1cc(=O)[nH]c(SCC(=O)Nc2nc3c(s2)CCCC3)n1. The result is 0 (non-inhibitor). (9) The compound is CNc1ccnc(-c2ccccc2CN(C)C)n1. The result is 1 (inhibitor). (10) The molecule is CCc1cc2c(nc1CC)CCN(CC/C(C)=N/O[C@@H](C)c1cn([C@H](CO)Cc3ccccc3)nn1)C2. The result is 0 (non-inhibitor).